This data is from Acute oral toxicity (LD50) regression data from Zhu et al.. The task is: Regression/Classification. Given a drug SMILES string, predict its toxicity properties. Task type varies by dataset: regression for continuous values (e.g., LD50, hERG inhibition percentage) or binary classification for toxic/non-toxic outcomes (e.g., AMES mutagenicity, cardiotoxicity, hepatotoxicity). Dataset: ld50_zhu. The drug is CCOc1ccccc1OCC(O)CNCCNCC(O)COc1ccccc1OCC. The rat oral LD50 is 2.90, given as -log10 of the dose in mol/kg body weight (higher means more acutely toxic).